This data is from Full USPTO retrosynthesis dataset with 1.9M reactions from patents (1976-2016). The task is: Predict the reactants needed to synthesize the given product. (1) Given the product [C:1]([O:5][C:6](=[O:33])[C:7]([S:10][C:11]1[S:12][CH:13]=[C:14]([CH:16]([OH:32])[CH2:17][O:18][C:19]2[CH:20]=[CH:21][C:22]([C:25]3[CH:30]=[CH:29][C:28]([F:31])=[CH:27][CH:26]=3)=[CH:23][CH:24]=2)[N:15]=1)([CH3:9])[CH3:8])([CH3:2])([CH3:3])[CH3:4], predict the reactants needed to synthesize it. The reactants are: [C:1]([O:5][C:6](=[O:33])[C:7]([S:10][C:11]1[S:12][CH:13]=[C:14]([C:16](=[O:32])[CH2:17][O:18][C:19]2[CH:24]=[CH:23][C:22]([C:25]3[CH:30]=[CH:29][C:28]([F:31])=[CH:27][CH:26]=3)=[CH:21][CH:20]=2)[N:15]=1)([CH3:9])[CH3:8])([CH3:4])([CH3:3])[CH3:2].[BH4-].[Na+].O.Cl. (2) Given the product [Br:1][C:2]1[CH:7]=[CH:6][C:5]([NH:8][C:9]2[C:17]([C:18]([NH2:25])=[O:20])=[C:16]3[N:12]([CH2:13][CH2:14][CH2:15]3)[C:11](=[O:21])[C:10]=2[CH3:22])=[C:4]([F:23])[CH:3]=1, predict the reactants needed to synthesize it. The reactants are: [Br:1][C:2]1[CH:7]=[CH:6][C:5]([NH:8][C:9]2[C:17]([C:18]([OH:20])=O)=[C:16]3[N:12]([CH2:13][CH2:14][CH2:15]3)[C:11](=[O:21])[C:10]=2[CH3:22])=[C:4]([F:23])[CH:3]=1.C[N:25](C(ON1N=NC2C=CC=CC1=2)=[N+](C)C)C.[B-](F)(F)(F)F.[Cl-].[NH4+]. (3) Given the product [Br:21][C:13]1[C:10]2[CH2:11][CH2:12][NH:6][CH2:7][CH2:8][C:9]=2[S:15][C:14]=1[CH2:16][C:17]([F:19])([F:18])[F:20], predict the reactants needed to synthesize it. The reactants are: C(OC([N:6]1[CH2:12][CH2:11][C:10]2[C:13]([Br:21])=[C:14]([CH2:16][C:17]([F:20])([F:19])[F:18])[S:15][C:9]=2[CH2:8][CH2:7]1)=O)C.[Si](I)(C)(C)C. (4) Given the product [C:3]([C:5]1[CH:6]=[CH:7][C:8]([C:11]2[O:12][C:13]3[CH:19]=[CH:18][C:17]([C:20]([OH:22])=[O:21])=[CH:16][C:14]=3[N:15]=2)=[CH:9][CH:10]=1)([OH:4])=[O:2], predict the reactants needed to synthesize it. The reactants are: C[O:2][C:3]([C:5]1[CH:10]=[CH:9][C:8]([C:11]2[O:12][C:13]3[CH:19]=[CH:18][C:17]([C:20]([O:22]C)=[O:21])=[CH:16][C:14]=3[N:15]=2)=[CH:7][CH:6]=1)=[O:4].O.[OH-].[Li+].